From a dataset of Peptide-MHC class I binding affinity with 185,985 pairs from IEDB/IMGT. Regression. Given a peptide amino acid sequence and an MHC pseudo amino acid sequence, predict their binding affinity value. This is MHC class I binding data. (1) The MHC is HLA-A31:01 with pseudo-sequence HLA-A31:01. The binding affinity (normalized) is 0. The peptide sequence is FLKDDTLSK. (2) The peptide sequence is GELDRWEKI. The MHC is HLA-A24:02 with pseudo-sequence HLA-A24:02. The binding affinity (normalized) is 0.